From a dataset of Reaction yield outcomes from USPTO patents with 853,638 reactions. Predict the reaction yield, written as a fraction of the theoretical maximum amount of product (1.0 means a 100% yield; for example, 0.34 means a 34% yield). (1) The reactants are [Cl:1][C:2]1[C:6]2=[N:7][CH:8]=[CH:9][CH:10]=[C:5]2[S:4][CH:3]=1.[Li]CCCC.[CH2:16]([CH:18]([C:21]1[C:22]2[N:23]([C:28](I)=[C:29]([CH3:31])[N:30]=2)[N:24]=[C:25]([CH3:27])[CH:26]=1)[CH2:19][CH3:20])[CH3:17]. The catalyst is C1COCC1.[Cl-].[Cl-].[Zn+2].C1C=CC(P(C2C=CC=CC=2)[C-]2C=CC=C2)=CC=1.C1C=CC(P(C2C=CC=CC=2)[C-]2C=CC=C2)=CC=1.Cl[Pd]Cl.[Fe+2]. The product is [Cl:1][C:2]1[C:6]2=[N:7][CH:8]=[CH:9][CH:10]=[C:5]2[S:4][C:3]=1[C:28]1[N:23]2[N:24]=[C:25]([CH3:27])[CH:26]=[C:21]([CH:18]([CH2:16][CH3:17])[CH2:19][CH3:20])[C:22]2=[N:30][C:29]=1[CH3:31]. The yield is 0.470. (2) The reactants are [OH:1][C:2]1[CH:11]=[C:10]([C:12]([CH3:17])([CH3:16])[C:13]([OH:15])=[O:14])[CH:9]=[C:8]2[C:3]=1[C@@H:4]1[CH2:23][C:22](=[O:24])[CH2:21][CH2:20][C@H:5]1[C:6]([CH3:19])([CH3:18])[O:7]2.C(=O)(O)[O-].[Na+].Br[CH2:31][CH2:32][CH2:33][CH3:34]. The catalyst is CN(C)C=O. The product is [CH2:31]([O:14][C:13](=[O:15])[C:12]([C:10]1[CH:9]=[C:8]2[C:3]([C@@H:4]3[CH2:23][C:22](=[O:24])[CH2:21][CH2:20][C@H:5]3[C:6]([CH3:19])([CH3:18])[O:7]2)=[C:2]([OH:1])[CH:11]=1)([CH3:16])[CH3:17])[CH2:32][CH2:33][CH3:34]. The yield is 0.680. (3) The reactants are [Cl:1][C:2]1[CH:3]=[C:4]([CH2:9][C:10]([OH:12])=O)[CH:5]=[CH:6][C:7]=1[Cl:8].C(Cl)(=O)C(Cl)=O.[NH:19]1[C:27]2[C:22](=[CH:23][C:24]([S:28]([NH2:31])(=[O:30])=[O:29])=[CH:25][CH:26]=2)[CH2:21][CH2:20]1.C([O-])([O-])=O.[K+].[K+]. The catalyst is ClCCCl.CN(C=O)C.CC#N.CCOC(C)=O.C([O-])(O)=O.[Na+]. The product is [Cl:1][C:2]1[CH:3]=[C:4]([CH2:9][C:10]([N:19]2[C:27]3[C:22](=[CH:23][C:24]([S:28]([NH2:31])(=[O:29])=[O:30])=[CH:25][CH:26]=3)[CH2:21][CH2:20]2)=[O:12])[CH:5]=[CH:6][C:7]=1[Cl:8]. The yield is 0.770. (4) The reactants are [C:1]1([CH3:7])C=CC=CC=1.O.[Cl:9][C:10]1[CH:15]=[CH:14][C:13]([C:16]([C:18]2[CH:23]=[CH:22][C:21]([N+:24]([O-:26])=[O:25])=[CH:20][CH:19]=2)=[O:17])=[CH:12][CH:11]=1.C1(C)C=CC(S(O)(=O)=[O:34])=CC=1. The catalyst is C(O)CO. The product is [Cl:9][C:10]1[CH:11]=[CH:12][C:13]([C:16]2([C:18]3[CH:23]=[CH:22][C:21]([N+:24]([O-:26])=[O:25])=[CH:20][CH:19]=3)[O:34][CH2:1][CH2:7][O:17]2)=[CH:14][CH:15]=1. The yield is 0.910. (5) The reactants are [NH2:1][C:2]1[N:6]([CH3:7])[C:5](=[O:8])[C:4]([C:18]2[CH:23]=[CH:22][CH:21]=[C:20]([Br:24])[CH:19]=2)([C:9]2[CH:13]=[C:12]([C:14](=[O:17])[CH2:15][CH3:16])[NH:11][CH:10]=2)[N:3]=1.C([O-])([O-])=O.[Cs+].[Cs+].I[CH2:32][CH2:33][CH3:34]. The catalyst is CN(C=O)C. The product is [NH2:1][C:2]1[N:6]([CH3:7])[C:5](=[O:8])[C:4]([C:18]2[CH:23]=[CH:22][CH:21]=[C:20]([Br:24])[CH:19]=2)([C:9]2[CH:13]=[C:12]([C:14](=[O:17])[CH2:15][CH3:16])[N:11]([CH2:32][CH2:33][CH3:34])[CH:10]=2)[N:3]=1. The yield is 0.720. (6) The reactants are [C:1]([O:5][C:6]([NH:8][C@H:9]([C:14]1[CH:19]=[CH:18][C:17]([OH:20])=[CH:16][CH:15]=1)[C:10]([O:12][CH3:13])=[O:11])=[O:7])([CH3:4])([CH3:3])[CH3:2].[CH3:21][CH:22]([CH2:25][CH2:26][CH3:27])[CH2:23]O.C1(P(C2C=CC=CC=2)C2C=CC=CC=2)C=CC=CC=1.CCOC(/N=N/C(OCC)=O)=O. The catalyst is O1CCCC1.O. The product is [C:1]([O:5][C:6]([NH:8][C@H:9]([C:14]1[CH:19]=[CH:18][C:17]([O:20][CH2:21][CH:22]([CH3:23])[CH2:25][CH2:26][CH3:27])=[CH:16][CH:15]=1)[C:10]([O:12][CH3:13])=[O:11])=[O:7])([CH3:4])([CH3:2])[CH3:3]. The yield is 0.980.